From a dataset of Peptide-MHC class II binding affinity with 134,281 pairs from IEDB. Regression. Given a peptide amino acid sequence and an MHC pseudo amino acid sequence, predict their binding affinity value. This is MHC class II binding data. The peptide sequence is GEVLNALAYDVPIPG. The MHC is HLA-DPA10201-DPB10501 with pseudo-sequence HLA-DPA10201-DPB10501. The binding affinity (normalized) is 0.0797.